This data is from Catalyst prediction with 721,799 reactions and 888 catalyst types from USPTO. The task is: Predict which catalyst facilitates the given reaction. (1) Reactant: Br[C:2]1[CH:11]=[CH:10][C:9]2[C:8]3[C:12]4[NH:19][CH2:18][C@@H:17]([CH3:20])[NH:16][C:15](=[O:21])[C:13]=4[S:14][C:7]=3[CH:6]=[CH:5][C:4]=2[N:3]=1.[Cl:22][C:23]1[N:28]=[C:27]([O:29][CH:30]2[CH2:35][CH2:34][CH2:33][N:32]([CH3:36])[CH2:31]2)[N:26]=[C:25]([NH2:37])[CH:24]=1.C(=O)([O-])[O-].[Cs+].[Cs+].CC1(C)C2C(=C(P(C3C=CC=CC=3)C3C=CC=CC=3)C=CC=2)OC2C(P(C3C=CC=CC=3)C3C=CC=CC=3)=CC=CC1=2. Product: [Cl:22][C:23]1[N:28]=[C:27]([O:29][CH:30]2[CH2:35][CH2:34][CH2:33][N:32]([CH3:36])[CH2:31]2)[N:26]=[C:25]([NH:37][C:2]2[CH:11]=[CH:10][C:9]3[C:8]4[C:12]5[NH:19][CH2:18][C@@H:17]([CH3:20])[NH:16][C:15](=[O:21])[C:13]=5[S:14][C:7]=4[CH:6]=[CH:5][C:4]=3[N:3]=2)[CH:24]=1. The catalyst class is: 62. (2) The catalyst class is: 16. Reactant: [Cl:1][C:2]1[C:3]([C:17]2[CH:22]=[N:21][CH:20]=[C:19]([NH:23][CH2:24][CH:25]3[CH2:30][CH2:29][O:28][CH2:27][CH2:26]3)[N:18]=2)=[CH:4][C:5]([NH:8][C:9]([C@@H:11]2[CH2:16][CH2:15][CH2:14][NH:13][CH2:12]2)=[O:10])=[N:6][CH:7]=1.C(=O)([O-])[O-].[K+].[K+].Br[CH2:38][CH2:39][O:40][CH3:41]. Product: [Cl:1][C:2]1[C:3]([C:17]2[CH:22]=[N:21][CH:20]=[C:19]([NH:23][CH2:24][CH:25]3[CH2:30][CH2:29][O:28][CH2:27][CH2:26]3)[N:18]=2)=[CH:4][C:5]([NH:8][C:9]([C@@H:11]2[CH2:16][CH2:15][CH2:14][N:13]([CH2:38][CH2:39][O:40][CH3:41])[CH2:12]2)=[O:10])=[N:6][CH:7]=1.